Dataset: Cav3 T-type calcium channel HTS with 100,875 compounds. Task: Binary Classification. Given a drug SMILES string, predict its activity (active/inactive) in a high-throughput screening assay against a specified biological target. (1) The molecule is s1c(C=2N=c3c(=C(NN2)c2ccc(N4CCOCC4)cc2)cc(C(C)C)cc3)ccc1. The result is 0 (inactive). (2) The molecule is FC(F)(F)c1cc([N+]([O-])=O)c(NC(C)C(OCC(=O)c2ccc(OC)cc2)=O)cc1. The result is 0 (inactive). (3) The drug is Clc1c(c(NC(=O)Cn2nnc(c2C(OC)=O)C(OC)=O)ccc1)C. The result is 0 (inactive). (4) The molecule is S(Cc1nc(Nc2ccc(cc2)C)nc(n1)N)c1oc(nn1)c1ccncc1. The result is 0 (inactive). (5) The result is 0 (inactive). The compound is S(c1c2c(n(CCNC(=O)c3c(F)cccc3F)c1)cccc2)Cc1c(F)cccc1. (6) The molecule is O=C1c2c(C(=O)c3c1cccc3)cccc2NCc1cccnc1. The result is 0 (inactive). (7) The drug is s1c2c(nc1c1nc(N(C)C)nc(n1)N)cccc2. The result is 0 (inactive). (8) The molecule is o1c2c(nc(nc2NCc2occc2)c2ccccc2)c2c1cccc2. The result is 0 (inactive). (9) The molecule is Brc1ccc(CC(=O)NC(c2cc([N+]([O-])=O)c(NCCc3ccc(OC)cc3)cc2)CC(=O)N)cc1. The result is 0 (inactive).